Dataset: hERG potassium channel inhibition data for cardiac toxicity prediction from Karim et al.. Task: Regression/Classification. Given a drug SMILES string, predict its toxicity properties. Task type varies by dataset: regression for continuous values (e.g., LD50, hERG inhibition percentage) or binary classification for toxic/non-toxic outcomes (e.g., AMES mutagenicity, cardiotoxicity, hepatotoxicity). Dataset: herg_karim. (1) The compound is O=C(NC1CCCCC1)NS(=O)(=O)c1ccc(OCCCCN2CCCCC2)cc1. The result is 0 (non-blocker). (2) The compound is Cc1nc(C(=O)NCCCN2CCN(c3cccc(C)c3C)CC2)cc(C(C)(C)C)n1.Cl. The result is 1 (blocker). (3) The compound is CC1CC1c1cc(C(F)(F)F)cc(COCC2(c3ccc(F)cc3)CCN(C)CC2)n1. The result is 0 (non-blocker). (4) The compound is CCOC(=O)CN(c1ccc(Cl)c(Cl)c1)C1CCNCC1. The result is 1 (blocker). (5) The drug is CNCc1ccc(Cl)cc1Oc1ccc(Cl)c(F)c1. The result is 1 (blocker). (6) The molecule is CC[C@H](NC(=O)c1ccccc1NS(=O)(=O)c1cccc2cccnc12)c1ccccc1. The result is 1 (blocker). (7) The compound is CC1(C)Oc2c(CN3CCC4(CC3)CCN(C(=O)c3ccc(N)cn3)CC4)cccc2C1(F)F. The result is 0 (non-blocker).